From a dataset of Full USPTO retrosynthesis dataset with 1.9M reactions from patents (1976-2016). Predict the reactants needed to synthesize the given product. (1) Given the product [CH2:1]1[C:9]2[CH:8]=[CH:7][N:6]=[C:5]([C:10]([OH:12])=[O:11])[C:4]=2[CH2:3][O:2]1, predict the reactants needed to synthesize it. The reactants are: [CH2:1]1[C:9]2[CH:8]=[CH:7][N:6]=[C:5]([C:10]([O:12]C)=[O:11])[C:4]=2[CH2:3][O:2]1.[OH-].[Na+].Cl.C(#N)C. (2) Given the product [Cl:20][C:18]1[C:17]([S:21][CH3:22])=[C:16]([N:23]2[CH2:24][CH2:25][O:26][CH2:27][CH2:28]2)[N:15]=[C:14]([C:11]2[CH:12]=[CH:13][C:8]([N:7]3[CH2:2][CH2:3][NH:4][C:5]3=[O:6])=[CH:9][CH:10]=2)[N:19]=1, predict the reactants needed to synthesize it. The reactants are: Cl[CH2:2][CH2:3][NH:4][C:5]([NH:7][C:8]1[CH:13]=[CH:12][C:11]([C:14]2[N:19]=[C:18]([Cl:20])[C:17]([S:21][CH3:22])=[C:16]([N:23]3[CH2:28][CH2:27][O:26][CH2:25][CH2:24]3)[N:15]=2)=[CH:10][CH:9]=1)=[O:6].[OH-].[Na+].C1COCC1.